This data is from Full USPTO retrosynthesis dataset with 1.9M reactions from patents (1976-2016). The task is: Predict the reactants needed to synthesize the given product. (1) Given the product [O:5]=[C:6]1[NH:11][CH:10]=[C:9]([C:12]2[NH:35][C:15]3[N:16]=[CH:17][N:18]=[C:19]([C:20]4[CH:21]=[CH:22][C:23]([O:28][CH:29]5[CH2:34][CH2:33][O:32][CH2:31][CH2:30]5)=[C:24]([CH:27]=4)[C:25]#[N:26])[C:14]=3[CH:13]=2)[CH:8]=[CH:7]1, predict the reactants needed to synthesize it. The reactants are: C([O:5][C:6]1[N:11]=[CH:10][C:9]([C:12]2[NH:35][C:15]3[N:16]=[CH:17][N:18]=[C:19]([C:20]4[CH:21]=[CH:22][C:23]([O:28][CH:29]5[CH2:34][CH2:33][O:32][CH2:31][CH2:30]5)=[C:24]([CH:27]=4)[C:25]#[N:26])[C:14]=3[CH:13]=2)=[CH:8][CH:7]=1)(C)(C)C.FC(F)(F)C(O)=O. (2) Given the product [Br:8][C:9]1[CH:10]=[CH:11][C:12]2[O:17][C:2]([C:3]([NH2:26])=[O:5])=[CH:14][C:13]=2[CH:16]=1, predict the reactants needed to synthesize it. The reactants are: Br[CH2:2][C:3]([O:5]CC)=O.[Br:8][C:9]1[CH:10]=[CH:11][C:12]([OH:17])=[C:13]([CH:16]=1)[CH:14]=O.C(=O)([O-])[O-].[K+].[K+].C([NH2:26])=O.C[O-].[Na+]. (3) The reactants are: Cl[C:2]1[CH:3]=[C:4]([CH:9]=[C:10]([S:12]([CH3:15])(=[O:14])=[O:13])[CH:11]=1)[C:5]([O:7]C)=[O:6].[Br-].[CH:17]1([Zn+])[CH2:19][CH2:18]1.CN1CCN(C)C1=O.[NH4+].[Cl-]. Given the product [CH:17]1([C:2]2[CH:3]=[C:4]([CH:9]=[C:10]([S:12]([CH3:15])(=[O:14])=[O:13])[CH:11]=2)[C:5]([OH:7])=[O:6])[CH2:19][CH2:18]1, predict the reactants needed to synthesize it. (4) Given the product [Cl:1][C:2]1[CH:7]=[CH:6][N:5]2[C:8](/[CH:68]=[CH:67]/[C:66]([N:63]3[CH2:64][CH2:65][O:60][CH2:61][CH2:62]3)=[O:69])=[C:9]([CH2:11][N:12]3[C:16]4[CH:17]=[N:18][CH:19]=[CH:20][C:15]=4[N:14]([CH:21]4[CH2:23][CH2:22]4)[C:13]3=[O:24])[N:10]=[C:4]2[CH:3]=1, predict the reactants needed to synthesize it. The reactants are: [Cl:1][C:2]1[CH:7]=[CH:6][N:5]2[C:8](I)=[C:9]([CH2:11][N:12]3[C:16]4[CH:17]=[N:18][CH:19]=[CH:20][C:15]=4[N:14]([CH:21]4[CH2:23][CH2:22]4)[C:13]3=[O:24])[N:10]=[C:4]2[CH:3]=1.ClC1C=CN=C(N)C=1.CCN(CC)CC.C1(P(C2C=CC=CC=2)C2C=CC=CC=2)C=CC=CC=1.[O:60]1[CH2:65][CH2:64][N:63]([C:66](=[O:69])[CH:67]=[CH2:68])[CH2:62][CH2:61]1.